This data is from Forward reaction prediction with 1.9M reactions from USPTO patents (1976-2016). The task is: Predict the product of the given reaction. (1) Given the reactants Cl[C:2]1[N:7]=[CH:6][C:5]([O:8][CH:9]2[CH2:14][CH2:13][N:12]([C:15]([O:17][C:18]([CH3:21])([CH3:20])[CH3:19])=[O:16])[CH2:11][CH2:10]2)=[CH:4][CH:3]=1.[NH:22]1[C:30]2[C:25](=[CH:26][C:27]([NH:31][C:32](=[O:37])[O:33][CH:34]([CH3:36])[CH3:35])=[CH:28][CH:29]=2)[CH:24]=[CH:23]1, predict the reaction product. The product is: [C:18]([O:17][C:15]([N:12]1[CH2:13][CH2:14][CH:9]([O:8][C:5]2[CH:6]=[N:7][C:2]([N:22]3[C:30]4[C:25](=[CH:26][C:27]([NH:31][C:32]([O:33][CH:34]([CH3:36])[CH3:35])=[O:37])=[CH:28][CH:29]=4)[CH:24]=[CH:23]3)=[CH:3][CH:4]=2)[CH2:10][CH2:11]1)=[O:16])([CH3:21])([CH3:20])[CH3:19]. (2) Given the reactants I[C:2]1[CH:10]=[CH:9][CH:8]=[CH:7][C:3]=1[C:4]([OH:6])=[O:5].[NH2:11][C:12]1[CH:17]=[CH:16][CH:15]=[CH:14][CH:13]=1.C([O-])([O-])=O.[K+].[K+].Cl, predict the reaction product. The product is: [C:12]1([NH:11][C:2]2[CH:10]=[CH:9][CH:8]=[CH:7][C:3]=2[C:4]([OH:6])=[O:5])[CH:17]=[CH:16][CH:15]=[CH:14][CH:13]=1. (3) The product is: [NH2:14][C:9]1[N:10]=[C:11]([CH3:13])[N:12]=[C:7]([N:6]2[C:5]3[CH:15]=[CH:16][CH:17]=[CH:18][C:4]=3[N:3]=[C:2]2[NH:19][C:20]2[NH:24][N:23]=[CH:22][CH:21]=2)[N:8]=1. Given the reactants Cl[C:2]1[N:6]([C:7]2[N:12]=[C:11]([CH3:13])[N:10]=[C:9]([NH2:14])[N:8]=2)[C:5]2[CH:15]=[CH:16][CH:17]=[CH:18][C:4]=2[N:3]=1.[NH2:19][C:20]1[NH:24][N:23]=[CH:22][CH:21]=1, predict the reaction product. (4) The product is: [NH2:28][C:24]1([C:21]2[CH:22]=[CH:23][C:18]([C:9]3[C:10]([C:12]4[CH:13]=[CH:14][CH:15]=[CH:16][CH:17]=4)=[CH:11][C:4]4[N:3]([CH2:36][C:37]5[N:38]=[CH:39][S:40][CH:41]=5)[C:2](=[O:1])[CH2:7][O:6][C:5]=4[N:8]=3)=[CH:19][CH:20]=2)[CH2:25][CH2:26][CH2:27]1. Given the reactants [O:1]=[C:2]1[CH2:7][O:6][C:5]2[N:8]=[C:9]([C:18]3[CH:23]=[CH:22][C:21]([C:24]4([NH:28]C(=O)OC(C)(C)C)[CH2:27][CH2:26][CH2:25]4)=[CH:20][CH:19]=3)[C:10]([C:12]3[CH:17]=[CH:16][CH:15]=[CH:14][CH:13]=3)=[CH:11][C:4]=2[N:3]1[CH2:36][C:37]1[N:38]=[CH:39][S:40][CH:41]=1, predict the reaction product.